Dataset: Forward reaction prediction with 1.9M reactions from USPTO patents (1976-2016). Task: Predict the product of the given reaction. (1) Given the reactants C(OC([N:11]1[C:15]([CH3:16])=[C:14]([CH2:17][C:18]2[CH:23]=[CH:22][C:21]([O:24][CH:25]([CH3:27])[CH3:26])=[CH:20][CH:19]=2)[C:13]([O:28][C@@H:29]2[O:37][C@H:36]([C:38](=C=O)[O:39]OCC)[C@@H:34]([OH:35])[C@H:32]([OH:33])[C@H:30]2[OH:31])=[N:12]1)=O)C1C=CC=CC=1, predict the reaction product. The product is: [CH2:13]([O:28][C:29]([O:39][CH2:38][C@H:36]1[O:37][C@@H:29]([O:28][C:13]2[C:14]([CH2:17][C:18]3[CH:19]=[CH:20][C:21]([O:24][CH:25]([CH3:27])[CH3:26])=[CH:22][CH:23]=3)=[C:15]([CH3:16])[NH:11][N:12]=2)[C@H:30]([OH:31])[C@@H:32]([OH:33])[C@@H:34]1[OH:35])=[O:37])[CH3:14]. (2) Given the reactants [O:1]=[C:2]1[C:10]2[C:5](=[CH:6][CH:7]=[CH:8][CH:9]=2)[C:4](=[O:11])[N:3]1[CH2:12][C:13]#[N:14].C(OCC)(=O)C.Cl.O1CCCC1.CCOP(S)(OCC)=[S:31], predict the reaction product. The product is: [O:1]=[C:2]1[C:10]2[C:5](=[CH:6][CH:7]=[CH:8][CH:9]=2)[C:4](=[O:11])[N:3]1[CH2:12][C:13](=[S:31])[NH2:14]. (3) Given the reactants Cl[C:2]1[CH:7]=[CH:6][C:5]([CH2:8][N:9]2[C:13]([CH3:14])=[CH:12][C:11]([C:15]3[O:19][N:18]=[C:17]([C:20]4[CH:25]=[CH:24][C:23]([CH2:26][N:27]5[CH:31]=[CH:30][CH:29]=[CH:28]5)=[CH:22][CH:21]=4)[N:16]=3)=[N:10]2)=[CH:4][N:3]=1.[N:32]1([CH2:37][CH2:38][NH2:39])[CH2:36][CH2:35][CH2:34][CH2:33]1, predict the reaction product. The product is: [CH3:14][C:13]1[N:9]([CH2:8][C:5]2[CH:6]=[CH:7][C:2]([NH:39][CH2:38][CH2:37][N:32]3[CH2:36][CH2:35][CH2:34][CH2:33]3)=[N:3][CH:4]=2)[N:10]=[C:11]([C:15]2[O:19][N:18]=[C:17]([C:20]3[CH:25]=[CH:24][C:23]([CH2:26][N:27]4[CH:31]=[CH:30][CH:29]=[CH:28]4)=[CH:22][CH:21]=3)[N:16]=2)[CH:12]=1. (4) Given the reactants [CH2:1]([C:5]1[N:6]([CH2:26][C:27]2[CH:32]=[CH:31][C:30]([C:33]3[CH:38]=[CH:37][CH:36]=[CH:35][C:34]=3[C:39]3[N:43](C(C4C=CC=CC=4)(C4C=CC=CC=4)C4C=CC=CC=4)[N:42]=[N:41][N:40]=3)=[CH:29][CH:28]=2)[C:7]([C:11]([NH:13][CH2:14][C:15]([O:17][CH2:18][CH2:19][CH2:20][CH2:21][O:22][N+:23]([O-:25])=[O:24])=[O:16])=[O:12])=[C:8]([Cl:10])[N:9]=1)[CH2:2][CH2:3][CH3:4], predict the reaction product. The product is: [N:43]1[NH:42][N:41]=[N:40][C:39]=1[C:34]1[CH:35]=[CH:36][CH:37]=[CH:38][C:33]=1[C:30]1[CH:31]=[CH:32][C:27]([CH2:26][N:6]2[C:7]([C:11]([NH:13][CH2:14][C:15]([O:17][CH2:18][CH2:19][CH2:20][CH2:21][O:22][N+:23]([O-:25])=[O:24])=[O:16])=[O:12])=[C:8]([Cl:10])[N:9]=[C:5]2[CH2:1][CH2:2][CH2:3][CH3:4])=[CH:28][CH:29]=1.